This data is from Forward reaction prediction with 1.9M reactions from USPTO patents (1976-2016). The task is: Predict the product of the given reaction. (1) Given the reactants CS(O[C@@H:6]1[C@@H:11]([CH3:12])[CH2:10][C@@H:9]([C:13]2[CH:18]=[CH:17][N:16]=[CH:15][C:14]=2[NH:19]C(OC(C)(C)C)=O)[CH2:8][C@H:7]1[NH:27][C:28]([O:30][C:31]([CH3:34])([CH3:33])[CH3:32])=[O:29])(=O)=O.[NH:35]1[CH:39]=[N:38][CH:37]=[N:36]1.C([O-])([O-])=O.[Cs+].[Cs+], predict the reaction product. The product is: [NH2:19][C:14]1[CH:15]=[N:16][CH:17]=[CH:18][C:13]=1[C@H:9]1[CH2:8][C@@H:7]([NH:27][C:28](=[O:29])[O:30][C:31]([CH3:32])([CH3:33])[CH3:34])[C@@H:6]([N:35]2[CH:39]=[N:38][CH:37]=[N:36]2)[C@@H:11]([CH3:12])[CH2:10]1.[NH2:19][C:14]1[CH:15]=[N:16][CH:17]=[CH:18][C:13]=1[C@@H:9]1[CH2:8][C@H:7]([NH:27][C:28](=[O:29])[O:30][C:31]([CH3:32])([CH3:33])[CH3:34])[C@H:6]([N:35]2[CH:39]=[N:38][CH:37]=[N:36]2)[C@H:11]([CH3:12])[CH2:10]1. (2) Given the reactants [Br:1][C:2]1[CH:23]=[CH:22][CH:21]=[CH:20][C:3]=1[O:4][CH:5]1[CH2:10][CH2:9][N:8]([C:11]2[S:15][C:14]([C:16](=[N:18][OH:19])[NH2:17])=[N:13][N:12]=2)[CH2:7][CH2:6]1.[C:24](OC(=O)C)(=O)[CH3:25], predict the reaction product. The product is: [Br:1][C:2]1[CH:23]=[CH:22][CH:21]=[CH:20][C:3]=1[O:4][CH:5]1[CH2:6][CH2:7][N:8]([C:11]2[S:15][C:14]([C:16]3[N:17]=[C:24]([CH3:25])[O:19][N:18]=3)=[N:13][N:12]=2)[CH2:9][CH2:10]1. (3) Given the reactants O.[NH2:2][NH2:3].[C:4]1([CH:10]2[CH2:15][CH2:14][O:13][C:12](=[O:16])[CH2:11]2)[CH:9]=[CH:8][CH:7]=[CH:6][CH:5]=1, predict the reaction product. The product is: [OH:13][CH2:14][CH2:15][CH:10]([C:4]1[CH:9]=[CH:8][CH:7]=[CH:6][CH:5]=1)[CH2:11][C:12]([NH:2][NH2:3])=[O:16].